From a dataset of Catalyst prediction with 721,799 reactions and 888 catalyst types from USPTO. Predict which catalyst facilitates the given reaction. (1) Reactant: [NH2:1][C@H:2]([C:5]1[CH:10]=[CH:9][C:8]([F:11])=[C:7]([N:12]2[CH2:17][CH2:16][O:15][CH2:14][CH2:13]2)[CH:6]=1)[CH2:3][OH:4].[C:18]1([CH:24]2[CH2:26][CH:25]2[C:27](O)=[O:28])[CH:23]=[CH:22][CH:21]=[CH:20][CH:19]=1.CCN=C=NCCCN(C)C.Cl.C(N(CC)CC)C. Product: [F:11][C:8]1[CH:9]=[CH:10][C:5]([CH:2]([NH:1][C:27]([CH:25]2[CH2:26][CH:24]2[C:18]2[CH:23]=[CH:22][CH:21]=[CH:20][CH:19]=2)=[O:28])[CH2:3][OH:4])=[CH:6][C:7]=1[N:12]1[CH2:17][CH2:16][O:15][CH2:14][CH2:13]1. The catalyst class is: 166. (2) Reactant: CN(C(ON1N=NC2C=CC=CC1=2)=[N+](C)C)C.F[P-](F)(F)(F)(F)F.[C:25]([O:28][C:29]1[CH:37]=[CH:36][C:32]([C:33]([OH:35])=[O:34])=[CH:31][CH:30]=1)(=[O:27])[CH3:26].[CH3:38][C:39]1([CH3:46])[O:43][CH:42]([CH2:44]O)[CH2:41][O:40]1.C(N(CC)CC)C. Product: [C:25]([O:28][C:29]1[CH:37]=[CH:36][C:32]([C:33]([O:35][CH2:44][CH:42]2[CH2:41][O:40][C:39]([CH3:46])([CH3:38])[O:43]2)=[O:34])=[CH:31][CH:30]=1)(=[O:27])[CH3:26]. The catalyst class is: 124. (3) Reactant: C([O:5][C:6]([C:8]1[S:12][C:11]([C:13]2[CH:18]=[CH:17][CH:16]=[CH:15][CH:14]=2)=[N:10][C:9]=1[N:19]([C:21](=[O:30])[C:22]1[CH:27]=[CH:26][C:25]([Cl:28])=[CH:24][C:23]=1[Cl:29])[CH3:20])=[O:7])(C)(C)C. Product: [Cl:29][C:23]1[CH:24]=[C:25]([Cl:28])[CH:26]=[CH:27][C:22]=1[C:21]([N:19]([CH3:20])[C:9]1[N:10]=[C:11]([C:13]2[CH:18]=[CH:17][CH:16]=[CH:15][CH:14]=2)[S:12][C:8]=1[C:6]([OH:7])=[O:5])=[O:30]. The catalyst class is: 557.